From a dataset of Forward reaction prediction with 1.9M reactions from USPTO patents (1976-2016). Predict the product of the given reaction. (1) Given the reactants [OH:1][CH:2]1[CH2:5][N:4]([C:6]([N:8]2[CH2:13][CH:12]([C:14]3[CH:19]=[CH:18][C:17]([C:20]([F:23])([F:22])[F:21])=[CH:16][CH:15]=3)[CH2:11][CH:10]([C:24](O)=[O:25])[CH2:9]2)=[O:7])[CH2:3]1.O[N:28]=[C:29]([NH2:36])[CH2:30][C:31]1([CH2:34][OH:35])[CH2:33][CH2:32]1, predict the reaction product. The product is: [OH:1][CH:2]1[CH2:3][N:4]([C:6]([N:8]2[CH2:13][CH:12]([C:14]3[CH:15]=[CH:16][C:17]([C:20]([F:23])([F:21])[F:22])=[CH:18][CH:19]=3)[CH2:11][CH:10]([C:24]3[O:25][N:36]=[C:29]([CH2:30][C:31]4([CH2:34][OH:35])[CH2:33][CH2:32]4)[N:28]=3)[CH2:9]2)=[O:7])[CH2:5]1. (2) Given the reactants Br[CH2:2][C:3](=O)[C:4]([O:6][CH2:7][CH3:8])=[O:5].[CH3:10][O:11][C:12]1[CH:26]=[CH:25][C:15]([C:16]([NH:18][C:19]2[CH:24]=[CH:23][CH:22]=[CH:21][CH:20]=2)=[NH:17])=[CH:14][N:13]=1, predict the reaction product. The product is: [CH2:7]([O:6][C:4]([C:3]1[N:17]=[C:16]([C:15]2[CH:14]=[N:13][C:12]([O:11][CH3:10])=[CH:26][CH:25]=2)[N:18]([C:19]2[CH:20]=[CH:21][CH:22]=[CH:23][CH:24]=2)[CH:2]=1)=[O:5])[CH3:8]. (3) Given the reactants [NH2:1][C:2]1[CH:7]=[C:6]([N+:8]([O-:10])=[O:9])[CH:5]=[CH:4][C:3]=1[OH:11].[C:12](O[C:12]([O:14][C:15]([CH3:18])([CH3:17])[CH3:16])=[O:13])([O:14][C:15]([CH3:18])([CH3:17])[CH3:16])=[O:13].CCCCCC.C(OCC)(=O)C, predict the reaction product. The product is: [OH:11][C:3]1[CH:4]=[CH:5][C:6]([N+:8]([O-:10])=[O:9])=[CH:7][C:2]=1[NH:1][C:12](=[O:13])[O:14][C:15]([CH3:18])([CH3:17])[CH3:16].